Dataset: Catalyst prediction with 721,799 reactions and 888 catalyst types from USPTO. Task: Predict which catalyst facilitates the given reaction. (1) Reactant: [Cl:1][C:2]1[C:3]([O:12][C:13]2[CH:18]=[C:17]([O:19][CH2:20][C:21]([N:23]([CH2:26][CH3:27])[CH2:24][CH3:25])=[O:22])[CH:16]=[CH:15][C:14]=2[CH2:28][CH2:29][C:30](O)=[O:31])=[N:4][CH:5]=[C:6]([C:8]([F:11])([F:10])[F:9])[CH:7]=1.[CH3:33][CH:34]([CH3:41])[CH2:35][CH2:36][S:37]([NH2:40])(=[O:39])=[O:38].N12CCCN=C1CCCCC2.Cl. Product: [Cl:1][C:2]1[C:3]([O:12][C:13]2[CH:18]=[C:17]([O:19][CH2:20][C:21]([N:23]([CH2:24][CH3:25])[CH2:26][CH3:27])=[O:22])[CH:16]=[CH:15][C:14]=2[CH2:28][CH2:29][C:30]([NH:40][S:37]([CH2:36][CH2:35][CH:34]([CH3:41])[CH3:33])(=[O:39])=[O:38])=[O:31])=[N:4][CH:5]=[C:6]([C:8]([F:9])([F:11])[F:10])[CH:7]=1. The catalyst class is: 54. (2) Reactant: [CH2:1]([C:4]1[C:5]([O:9][CH2:10][C:11]2[CH:20]=[CH:19][C:18]3[C:13](=[CH:14][CH:15]=[CH:16][CH:17]=3)[N:12]=2)=[N:6][NH:7][CH:8]=1)[CH2:2][CH3:3].[H-].[Na+].Br[CH2:24][C:25]([O:27][CH2:28][CH3:29])=[O:26].O. Product: [CH2:1]([C:4]1[C:5]([O:9][CH2:10][C:11]2[CH:20]=[CH:19][C:18]3[C:13](=[CH:14][CH:15]=[CH:16][CH:17]=3)[N:12]=2)=[N:6][N:7]([CH2:24][C:25]([O:27][CH2:28][CH3:29])=[O:26])[CH:8]=1)[CH2:2][CH3:3]. The catalyst class is: 9.